Predict the reaction yield, written as a fraction of the theoretical maximum amount of product (1.0 means a 100% yield; for example, 0.34 means a 34% yield). From a dataset of Reaction yield outcomes from USPTO patents with 853,638 reactions. (1) The reactants are C1COCC1.C[O:7][C:8]1[C:25]2[C:24]3[C:19](=[CH:20][C:21]([O:37][CH2:38][CH2:39][CH2:40][CH2:41][CH2:42][CH2:43][CH2:44][CH2:45][CH2:46][CH3:47])=[C:22]([O:26][CH2:27][CH2:28][CH2:29][CH2:30][CH2:31][CH2:32][CH2:33][CH2:34][CH2:35][CH3:36])[CH:23]=3)[C:18]3[C:13](=[CH:14][C:15]([O:59][CH2:60][CH2:61][CH2:62][CH2:63][CH2:64][CH2:65][CH2:66][CH2:67][CH2:68][CH3:69])=[C:16]([O:48][CH2:49][CH2:50][CH2:51][CH2:52][CH2:53][CH2:54][CH2:55][CH2:56][CH2:57][CH3:58])[CH:17]=3)[C:12]=2[C:11]([O:70]C)=[CH:10][CH:9]=1. The catalyst is CCOCC. The product is [CH2:27]([O:26][C:22]1[CH:23]=[C:24]2[C:19](=[CH:20][C:21]=1[O:37][CH2:38][CH2:39][CH2:40][CH2:41][CH2:42][CH2:43][CH2:44][CH2:45][CH2:46][CH3:47])[C:18]1[C:13](=[CH:14][C:15]([O:59][CH2:60][CH2:61][CH2:62][CH2:63][CH2:64][CH2:65][CH2:66][CH2:67][CH2:68][CH3:69])=[C:16]([O:48][CH2:49][CH2:50][CH2:51][CH2:52][CH2:53][CH2:54][CH2:55][CH2:56][CH2:57][CH3:58])[CH:17]=1)[C:12]1[C:11](=[O:70])[CH:10]=[CH:9][C:8](=[O:7])[C:25]2=1)[CH2:28][CH2:29][CH2:30][CH2:31][CH2:32][CH2:33][CH2:34][CH2:35][CH3:36]. The yield is 0.800. (2) The reactants are [CH:1]1([C:4]2[O:8][N:7]=[C:6]([C:9]3[C:14]([Cl:15])=[CH:13][N:12]=[CH:11][C:10]=3[Cl:16])[C:5]=2[C:17](O)=[O:18])[CH2:3][CH2:2]1.C(N(CC)CC)C.ClC(OC(C)C)=O.[BH4-].[Na+]. The catalyst is O1CCCC1.O. The product is [CH:1]1([C:4]2[O:8][N:7]=[C:6]([C:9]3[C:10]([Cl:16])=[CH:11][N:12]=[CH:13][C:14]=3[Cl:15])[C:5]=2[CH2:17][OH:18])[CH2:3][CH2:2]1. The yield is 0.560.